From a dataset of Reaction yield outcomes from USPTO patents with 853,638 reactions. Predict the reaction yield, written as a fraction of the theoretical maximum amount of product (1.0 means a 100% yield; for example, 0.34 means a 34% yield). (1) The reactants are [OH:1][C:2]1[CH:3]=[C:4]([CH:7]=[C:8]([N+:11]([O-:13])=[O:12])[C:9]=1[OH:10])[CH:5]=O.[C:14]1([C:20](=O)[CH2:21][C:22]2[CH:27]=[CH:26][CH:25]=[CH:24][CH:23]=2)[CH:19]=[CH:18][CH:17]=[CH:16][CH:15]=1.[NH2:29][C:30]([NH2:32])=[O:31].Cl. The catalyst is C(O)C. The product is [OH:1][C:2]1[CH:3]=[C:4]([CH:5]2[C:21]([C:22]3[CH:27]=[CH:26][CH:25]=[CH:24][CH:23]=3)=[C:20]([C:14]3[CH:19]=[CH:18][CH:17]=[CH:16][CH:15]=3)[NH:32][C:30](=[O:31])[NH:29]2)[CH:7]=[C:8]([N+:11]([O-:13])=[O:12])[C:9]=1[OH:10]. The yield is 0.123. (2) The reactants are [NH2:1][C:2]1[CH:22]=[CH:21][C:5]([O:6][C:7]2[CH:12]=[CH:11][N:10]=[C:9]([NH:13][C:14]([N:16]3[CH2:20][CH2:19][CH2:18][CH2:17]3)=[O:15])[CH:8]=2)=[C:4]([Cl:23])[CH:3]=1.C(N(CC)CC)C.[F:31][P-](F)(F)(F)(F)F.[N:38]1(O[P+](N(C)C)(N(C)C)N(C)C)[C:42]2[CH:43]=[CH:44][CH:45]=[CH:46][C:41]=2N=N1.C([O:60][CH2:61][CH3:62])C.CN(C)[CH:65]=[O:66]. No catalyst specified. The product is [Cl:23][C:4]1[CH:3]=[C:2]([NH:1][C:61](=[O:60])[CH2:62][C:65]([NH:38][C:42]2[CH:43]=[CH:44][C:45]([F:31])=[CH:46][CH:41]=2)=[O:66])[CH:22]=[CH:21][C:5]=1[O:6][C:7]1[CH:12]=[CH:11][N:10]=[C:9]([NH:13][C:14]([N:16]2[CH2:17][CH2:18][CH2:19][CH2:20]2)=[O:15])[CH:8]=1. The yield is 0.677. (3) The product is [Br:1][C:2]1[C:3](=[O:31])[N:4]([C:23]2[C:28]([F:29])=[CH:27][CH:26]=[CH:25][C:24]=2[F:30])[C:5]([CH3:22])=[CH:6][C:7]=1[O:8][CH2:9][C:10]1[CH:20]=[CH:19][C:18]([F:21])=[CH:17][C:11]=1[O:12][CH2:13][C:14]([NH:33][CH2:34][CH3:35])=[O:15]. The reactants are [Br:1][C:2]1[C:3](=[O:31])[N:4]([C:23]2[C:28]([F:29])=[CH:27][CH:26]=[CH:25][C:24]=2[F:30])[C:5]([CH3:22])=[CH:6][C:7]=1[O:8][CH2:9][C:10]1[CH:20]=[CH:19][C:18]([F:21])=[CH:17][C:11]=1[O:12][CH2:13][C:14](O)=[O:15].C[N:33]1CCO[CH2:35][CH2:34]1.ClC(OCC(C)C)=O.C(N)C. The catalyst is CC(N(C)C)=O. The yield is 0.510. (4) The reactants are [Br:1][C:2]1[CH:3]=[C:4]2[C:9](=[CH:10][CH:11]=1)[O:8][C:7]([CH2:12][N:13]1[CH2:18][CH2:17][O:16][CH2:15][CH2:14]1)=[C:6]([C:19]1[CH:24]=[CH:23][CH:22]=[CH:21][CH:20]=1)[C:5]2=[O:25].[ClH:26]. The catalyst is C1COCC1.C(OCC)C. The product is [ClH:26].[Br:1][C:2]1[CH:3]=[C:4]2[C:9](=[CH:10][CH:11]=1)[O:8][C:7]([CH2:12][N:13]1[CH2:18][CH2:17][O:16][CH2:15][CH2:14]1)=[C:6]([C:19]1[CH:24]=[CH:23][CH:22]=[CH:21][CH:20]=1)[C:5]2=[O:25]. The yield is 0.990. (5) The reactants are [CH2:1]([C:4]1([C:21]2[CH:26]=[CH:25][CH:24]=[CH:23][CH:22]=2)[CH2:9][CH2:8][N:7]([C@H:10]([C:13]2[CH:18]=[CH:17][C:16]([Br:19])=[CH:15][CH:14]=2)[CH2:11][CH3:12])[C:6](=[O:20])[CH2:5]1)[CH:2]=[CH2:3].[OH2:27].O=O. The catalyst is CN(C=O)C.CCOC(C)=O.[Cu]Cl.[Pd](Cl)Cl. The product is [Br:19][C:16]1[CH:15]=[CH:14][C:13]([C@@H:10]([N:7]2[CH2:8][CH2:9][C:4]([CH2:1][C:2](=[O:27])[CH3:3])([C:21]3[CH:22]=[CH:23][CH:24]=[CH:25][CH:26]=3)[CH2:5][C:6]2=[O:20])[CH2:11][CH3:12])=[CH:18][CH:17]=1. The yield is 0.780.